From a dataset of Catalyst prediction with 721,799 reactions and 888 catalyst types from USPTO. Predict which catalyst facilitates the given reaction. (1) Reactant: [O:1]=[C:2]1[CH2:5][N:4]([C:6]([O:8][CH2:9][C:10]2[CH:15]=[CH:14][CH:13]=[CH:12][CH:11]=2)=[O:7])[CH2:3]1.[CH3:16][O:17][C:18]([O:22][Si](C)(C)C)=[C:19]([CH3:21])[CH3:20]. Product: [OH:1][C:2]1([C:19]([CH3:21])([CH3:20])[C:18]([O:17][CH3:16])=[O:22])[CH2:5][N:4]([C:6]([O:8][CH2:9][C:10]2[CH:15]=[CH:14][CH:13]=[CH:12][CH:11]=2)=[O:7])[CH2:3]1. The catalyst class is: 528. (2) Reactant: [F:1][C:2]1[CH:3]=[C:4]([N:40]2[CH2:45][CH2:44][N:43](C(OC(C)(C)C)=O)[CH2:42][CH2:41]2)[CH:5]=[CH:6][C:7]=1[C:8]1[CH:9]=[C:10]2[C:16]([C:17]3[CH:18]=[N:19][N:20]([CH2:22][C:23]4[CH:28]=[CH:27][CH:26]=[C:25]([F:29])[CH:24]=4)[CH:21]=3)=[CH:15][N:14]([S:30]([C:33]3[CH:39]=[CH:38][C:36]([CH3:37])=[CH:35][CH:34]=3)(=[O:32])=[O:31])[C:11]2=[N:12][CH:13]=1. Product: [F:1][C:2]1[CH:3]=[C:4]([N:40]2[CH2:41][CH2:42][NH:43][CH2:44][CH2:45]2)[CH:5]=[CH:6][C:7]=1[C:8]1[CH:9]=[C:10]2[C:16]([C:17]3[CH:18]=[N:19][N:20]([CH2:22][C:23]4[CH:28]=[CH:27][CH:26]=[C:25]([F:29])[CH:24]=4)[CH:21]=3)=[CH:15][N:14]([S:30]([C:33]3[CH:34]=[CH:35][C:36]([CH3:37])=[CH:38][CH:39]=3)(=[O:32])=[O:31])[C:11]2=[N:12][CH:13]=1. The catalyst class is: 137.